Dataset: Forward reaction prediction with 1.9M reactions from USPTO patents (1976-2016). Task: Predict the product of the given reaction. Given the reactants Cl[C:2]1[CH:7]=[C:6]([C:8](=[O:18])[C:9]([C:11]2[CH:16]=[CH:15][C:14]([OH:17])=[CH:13][CH:12]=2)=[O:10])[CH:5]=[CH:4][N:3]=1.[CH3:19][O:20][C:21]1[CH:22]=[C:23](B(O)O)[CH:24]=[CH:25][CH:26]=1, predict the reaction product. The product is: [OH:17][C:14]1[CH:15]=[CH:16][C:11]([C:9](=[O:10])[C:8]([C:6]2[CH:5]=[CH:4][N:3]=[C:2]([C:25]3[CH:24]=[CH:23][CH:22]=[C:21]([O:20][CH3:19])[CH:26]=3)[CH:7]=2)=[O:18])=[CH:12][CH:13]=1.